This data is from NCI-60 drug combinations with 297,098 pairs across 59 cell lines. The task is: Regression. Given two drug SMILES strings and cell line genomic features, predict the synergy score measuring deviation from expected non-interaction effect. Drug 1: C1CCN(CC1)CCOC2=CC=C(C=C2)C(=O)C3=C(SC4=C3C=CC(=C4)O)C5=CC=C(C=C5)O. Drug 2: CC1CCC2CC(C(=CC=CC=CC(CC(C(=O)C(C(C(=CC(C(=O)CC(OC(=O)C3CCCCN3C(=O)C(=O)C1(O2)O)C(C)CC4CCC(C(C4)OC)OCCO)C)C)O)OC)C)C)C)OC. Cell line: SF-539. Synergy scores: CSS=20.4, Synergy_ZIP=2.49, Synergy_Bliss=4.58, Synergy_Loewe=-1.03, Synergy_HSA=6.81.